The task is: Regression. Given a peptide amino acid sequence and an MHC pseudo amino acid sequence, predict their binding affinity value. This is MHC class I binding data.. This data is from Peptide-MHC class I binding affinity with 185,985 pairs from IEDB/IMGT. (1) The binding affinity (normalized) is 0. The peptide sequence is PIQKETWDTW. The MHC is HLA-B15:01 with pseudo-sequence HLA-B15:01. (2) The peptide sequence is LVRGNSPVF. The MHC is HLA-A11:01 with pseudo-sequence HLA-A11:01. The binding affinity (normalized) is 0.0847. (3) The peptide sequence is ALSMGINTV. The MHC is HLA-A24:02 with pseudo-sequence HLA-A24:02. The binding affinity (normalized) is 0.0847. (4) The peptide sequence is AVFKNSFLGK. The MHC is HLA-A31:01 with pseudo-sequence HLA-A31:01. The binding affinity (normalized) is 0.261. (5) The peptide sequence is SHYSHNPKL. The MHC is HLA-A02:03 with pseudo-sequence HLA-A02:03. The binding affinity (normalized) is 0.0847. (6) The peptide sequence is FLAVFQSAT. The MHC is HLA-A68:02 with pseudo-sequence HLA-A68:02. The binding affinity (normalized) is 0.420. (7) The peptide sequence is HTAWDSHWV. The MHC is HLA-A02:12 with pseudo-sequence HLA-A02:12. The binding affinity (normalized) is 0.397. (8) The peptide sequence is MDISTSDIS. The MHC is HLA-B44:02 with pseudo-sequence HLA-B44:02. The binding affinity (normalized) is 0. (9) The binding affinity (normalized) is 0.219. The MHC is Mamu-B8301 with pseudo-sequence Mamu-B8301. The peptide sequence is CKMNWFLNW.